Dataset: Peptide-MHC class II binding affinity with 134,281 pairs from IEDB. Task: Regression. Given a peptide amino acid sequence and an MHC pseudo amino acid sequence, predict their binding affinity value. This is MHC class II binding data. (1) The peptide sequence is DIIEGPVKNVAVPLY. The MHC is DRB3_0202 with pseudo-sequence DRB3_0202. The binding affinity (normalized) is 0.349. (2) The peptide sequence is APADDKFTVFEAAFN. The MHC is DRB5_0101 with pseudo-sequence DRB5_0101. The binding affinity (normalized) is 0.405. (3) The peptide sequence is GKCDSAGRSRRSRRA. The MHC is DRB1_0701 with pseudo-sequence DRB1_0701. The binding affinity (normalized) is 0. (4) The peptide sequence is VDRQWAQDLTLPWQS. The MHC is DRB1_1302 with pseudo-sequence DRB1_1302. The binding affinity (normalized) is 0.0163.